From a dataset of Peptide-MHC class I binding affinity with 185,985 pairs from IEDB/IMGT. Regression. Given a peptide amino acid sequence and an MHC pseudo amino acid sequence, predict their binding affinity value. This is MHC class I binding data. The peptide sequence is EVMRSRWSR. The MHC is HLA-A68:01 with pseudo-sequence HLA-A68:01. The binding affinity (normalized) is 0.762.